This data is from Reaction yield outcomes from USPTO patents with 853,638 reactions. The task is: Predict the reaction yield, written as a fraction of the theoretical maximum amount of product (1.0 means a 100% yield; for example, 0.34 means a 34% yield). (1) The reactants are [CH2:1]([O:3][CH2:4][O:5][C:6]1[CH:11]=[C:10]([O:12][CH2:13][O:14][CH2:15][CH3:16])[CH:9]=[CH:8][C:7]=1[O:17][CH:18]([CH3:20])[CH3:19])[CH3:2].[Li][CH2:22]CCC.CI. The catalyst is C1COCC1. The product is [CH2:15]([O:14][CH2:13][O:12][C:10]1[CH:9]=[CH:8][C:7]([O:17][CH:18]([CH3:20])[CH3:19])=[C:6]([O:5][CH2:4][O:3][CH2:1][CH3:2])[C:11]=1[CH3:22])[CH3:16]. The yield is 0.790. (2) The reactants are [Br:1][C:2]1[NH:6][CH:5]=[C:4]([CH2:7][N:8]([CH3:16])[C:9](=[O:15])[O:10][C:11]([CH3:14])([CH3:13])[CH3:12])[CH:3]=1.[H-].[Na+].C1OCCOCCOCCOCCOC1.[CH3:34][C:35]1[N:40]=[CH:39][C:38]([S:41](Cl)(=[O:43])=[O:42])=[CH:37][CH:36]=1. The catalyst is O1CCCC1.O. The product is [C:11]([O:10][C:9](=[O:15])[N:8]([CH2:7][C:4]1[CH:3]=[C:2]([Br:1])[N:6]([S:41]([C:38]2[CH:39]=[N:40][C:35]([CH3:34])=[CH:36][CH:37]=2)(=[O:43])=[O:42])[CH:5]=1)[CH3:16])([CH3:12])([CH3:13])[CH3:14]. The yield is 0.790. (3) The reactants are [H-].[Na+].[CH3:3][C:4]1([CH2:8][OH:9])[CH2:7][O:6][CH2:5]1.[CH:10]([CH:13]1[C:18]2[N:19]=[CH:20][NH:21][C:17]=2[CH2:16][CH2:15][N:14]1[C:22](OCC(Cl)(Cl)Cl)=[O:23])([CH3:12])[CH3:11]. The catalyst is C1COCC1. The product is [CH:10]([CH:13]1[C:18]2[N:19]=[CH:20][NH:21][C:17]=2[CH2:16][CH2:15][N:14]1[C:22]([O:9][CH2:8][C:4]1([CH3:3])[CH2:7][O:6][CH2:5]1)=[O:23])([CH3:12])[CH3:11]. The yield is 0.0580. (4) The reactants are [CH:1]([C:4]1[C:5]([O:28][CH2:29][O:30][CH3:31])=[CH:6][C:7]([O:24][CH2:25][O:26][CH3:27])=[C:8]([C:10]2[N:11]([C:16]3[CH:21]=[CH:20][C:19]([O:22][CH3:23])=[CH:18][CH:17]=3)[C:12](=[S:15])[NH:13][N:14]=2)[CH:9]=1)([CH3:3])[CH3:2].C(=O)([O-])[O-].[K+].[K+].Cl.[CH3:39][N:40]([CH3:45])[CH2:41][CH2:42][CH2:43]Cl.[Cl-].[Na+]. The catalyst is CN(C)C=O. The product is [CH:1]([C:4]1[C:5]([O:28][CH2:29][O:30][CH3:31])=[CH:6][C:7]([O:24][CH2:25][O:26][CH3:27])=[C:8]([C:10]2[N:11]([C:16]3[CH:17]=[CH:18][C:19]([O:22][CH3:23])=[CH:20][CH:21]=3)[C:12]([S:15][CH2:43][CH2:42][CH2:41][N:40]([CH3:45])[CH3:39])=[N:13][N:14]=2)[CH:9]=1)([CH3:3])[CH3:2]. The yield is 0.610. (5) The reactants are Br[C:2]1[CH:3]=[C:4]([N+:9]([O-:11])=[O:10])[C:5]([CH3:8])=[N:6][CH:7]=1.[CH3:12][Si:13]([C:16]#[CH:17])([CH3:15])[CH3:14]. The catalyst is C(N(CC)CC)C.Cl[Pd](Cl)([P](C1C=CC=CC=1)(C1C=CC=CC=1)C1C=CC=CC=1)[P](C1C=CC=CC=1)(C1C=CC=CC=1)C1C=CC=CC=1.[Cu]I. The product is [CH3:8][C:5]1[C:4]([N+:9]([O-:11])=[O:10])=[CH:3][C:2]([C:17]#[C:16][Si:13]([CH3:15])([CH3:14])[CH3:12])=[CH:7][N:6]=1. The yield is 0.910.